This data is from Full USPTO retrosynthesis dataset with 1.9M reactions from patents (1976-2016). The task is: Predict the reactants needed to synthesize the given product. (1) Given the product [CH3:1][N:2]1[CH:6]=[C:5]([CH:7]([C:14]2[CH:15]=[N:16][C:17]([C:20]([F:21])([F:22])[F:23])=[CH:18][CH:19]=2)[CH2:8][NH:37][C:34](=[O:33])[O:78][C:74]([CH3:77])([CH3:76])[CH3:75])[CH:4]=[N:3]1, predict the reactants needed to synthesize it. The reactants are: [CH3:1][N:2]1[CH:6]=[C:5]([CH:7]([C:14]2[CH:15]=[N:16][C:17]([C:20]([F:23])([F:22])[F:21])=[CH:18][CH:19]=2)[CH2:8]C(OCC)=O)[CH:4]=[N:3]1.C[Si](C)(C)O.[Na].Cl.CC[O:33][CH2:34]C.C[N:37]1C=C(C(C2C=NC(C(F)(F)F)=CC=2)CC(O)=O)C=N1.C1(P(N=[N+]=[N-])(C2C=CC=CC=2)=O)C=CC=CC=1.[C:74]([OH:78])([CH3:77])([CH3:76])[CH3:75]. (2) Given the product [N:15]1([C:13]2[N:14]=[C:9]([C:5]3[CH:4]=[C:3]([OH:2])[CH:8]=[CH:7][CH:6]=3)[C:10]3[CH2:24][CH2:23][CH2:22][N:21]([C:25]4[CH:31]=[CH:27][N:28]=[CH:29][CH:30]=4)[C:11]=3[N:12]=2)[CH2:20][CH2:19][O:18][CH2:17][CH2:16]1, predict the reactants needed to synthesize it. The reactants are: C[O:2][C:3]1[CH:4]=[C:5]([C:9]2[C:10]3[CH2:24][CH2:23][CH2:22][N:21]([C:25]4[CH:30]=[CH:29][N:28]=[CH:27]N=4)[C:11]=3[N:12]=[C:13]([N:15]3[CH2:20][CH2:19][O:18][CH2:17][CH2:16]3)[N:14]=2)[CH:6]=[CH:7][CH:8]=1.[CH2:31]([S-])C.[Na+].O.C(OCC)(=O)C. (3) Given the product [CH3:37][CH:9]1[NH:8][CH2:13][CH2:12][N:11]([C:14]2[C:23]([O:24][CH3:25])=[C:22]3[C:17]([C:18](=[O:35])[C:19]([C:29]([O:31][CH2:32][CH:33]=[CH2:34])=[O:30])=[CH:20][N:21]3[CH:26]3[CH2:27][CH2:28]3)=[CH:16][C:15]=2[F:36])[CH2:10]1, predict the reactants needed to synthesize it. The reactants are: C(OC([N:8]1[CH2:13][CH2:12][N:11]([C:14]2[C:23]([O:24][CH3:25])=[C:22]3[C:17]([C:18](=[O:35])[C:19]([C:29]([O:31][CH2:32][CH:33]=[CH2:34])=[O:30])=[CH:20][N:21]3[CH:26]3[CH2:28][CH2:27]3)=[CH:16][C:15]=2[F:36])[CH2:10][CH:9]1[CH3:37])=O)(C)(C)C.C(Cl)(=O)C. (4) Given the product [CH2:1]([N:3]1[C:4](=[O:5])[C:6]2[CH:7]=[N:8][C:9]3[C:10]([O:20][CH3:21])=[CH:11][CH:12]=[CH:13][C:14]=3[C:15]=2[N:16]([CH2:17][CH2:18][CH3:19])[C:26]1=[O:27])[CH3:2], predict the reactants needed to synthesize it. The reactants are: [CH2:1]([NH:3][C:4]([C:6]1[CH:7]=[N:8][C:9]2[C:14]([C:15]=1[NH:16][CH2:17][CH2:18][CH3:19])=[CH:13][CH:12]=[CH:11][C:10]=2[O:20][CH3:21])=[O:5])[CH3:2].C([NH-])C.Cl[C:26](OC)=[O:27]. (5) Given the product [CH2:3]([O:10][C:11]1[CH:12]=[C:13]2[C:17](=[CH:18][CH:19]=1)[N:16]([CH2:21][CH2:22][CH2:23][CH2:24][CH2:25][CH2:26][CH3:27])[CH:15]=[CH:14]2)[C:4]1[CH:5]=[CH:6][CH:7]=[CH:8][CH:9]=1, predict the reactants needed to synthesize it. The reactants are: [OH-].[K+].[CH2:3]([O:10][C:11]1[CH:12]=[C:13]2[C:17](=[CH:18][CH:19]=1)[NH:16][CH:15]=[CH:14]2)[C:4]1[CH:9]=[CH:8][CH:7]=[CH:6][CH:5]=1.Br[CH2:21][CH2:22][CH2:23][CH2:24][CH2:25][CH2:26][CH3:27].